Dataset: Full USPTO retrosynthesis dataset with 1.9M reactions from patents (1976-2016). Task: Predict the reactants needed to synthesize the given product. (1) Given the product [N:40]1[C:35]2[C:34](=[N:39][CH:38]=[CH:37][CH:36]=2)[N:33]([O:11][C:9]2[C:10]3[C:2]([CH3:1])=[C:3]([C:12]([O:14][CH3:15])=[O:13])[S:4][C:5]=3[N:6]=[CH:7][N:8]=2)[N:41]=1, predict the reactants needed to synthesize it. The reactants are: [CH3:1][C:2]1[C:10]2[C:9](=[O:11])[NH:8][CH:7]=[N:6][C:5]=2[S:4][C:3]=1[C:12]([O:14][CH3:15])=[O:13].C1CN([P+](O[N:33]2[N:41]=[N:40][C:35]3[CH:36]=[CH:37][CH:38]=[N:39][C:34]2=3)(N2CCCC2)N2CCCC2)CC1.F[P-](F)(F)(F)(F)F.C1CCN2C(=NCCC2)CC1. (2) Given the product [F:19][C:18]([F:21])([F:20])[S:15]([O:31][CH2:30][CH:29]([CH2:22][C:23]1[CH:28]=[CH:27][CH:26]=[CH:25][CH:24]=1)[CH2:32][O:14][S:15]([C:18]([F:19])([F:20])[F:21])(=[O:16])=[O:17])(=[O:14])=[O:34], predict the reactants needed to synthesize it. The reactants are: N1C=CC=CC=1.S([O:14][S:15]([C:18]([F:21])([F:20])[F:19])(=[O:17])=[O:16])(C(F)(F)F)(=O)=O.[CH2:22]([CH:29]([CH2:32]O)[CH2:30][OH:31])[C:23]1[CH:28]=[CH:27][CH:26]=[CH:25][CH:24]=1.[OH2:34]. (3) Given the product [Cl:22][C:7]1[N:6]=[C:5]([NH:9][C@H:10]([C:12]2[CH:17]=[CH:16][C:15]([F:18])=[CH:14][N:13]=2)[CH3:11])[C:4]([N+:19]([O-:21])=[O:20])=[CH:3][CH:2]=1, predict the reactants needed to synthesize it. The reactants are: F[C:2]1[CH:3]=[C:4]([N+:19]([O-:21])=[O:20])[C:5]([NH:9][C@H:10]([C:12]2[CH:17]=[CH:16][C:15]([F:18])=[CH:14][N:13]=2)[CH3:11])=[N:6][C:7]=1F.[Cl:22]C1C([N+]([O-])=O)=CC=C(Cl)N=1.